From a dataset of Reaction yield outcomes from USPTO patents with 853,638 reactions. Predict the reaction yield, written as a fraction of the theoretical maximum amount of product (1.0 means a 100% yield; for example, 0.34 means a 34% yield). (1) The yield is 0.0600. The catalyst is CCCCCC. The reactants are CO.[NH2:3][CH:4]([CH2:8][CH2:9][S:10][CH3:11])[C:5]([OH:7])=[O:6].[CH3:12][Si](C=[N+]=[N-])(C)C. The product is [NH2:3][CH:4]([CH2:8][CH2:9][S:10][CH3:11])[C:5]([O:7][CH3:12])=[O:6]. (2) The reactants are [Cl:1][C:2]1[CH:7]=[CH:6][C:5]([CH:8]2[CH:13]([CH2:14][CH2:15][CH3:16])[CH2:12][NH:11][CH2:10][CH:9]2[OH:17])=[CH:4][CH:3]=1.C(N(CC)CC)C.[C:25](O[C:25]([O:27][C:28]([CH3:31])([CH3:30])[CH3:29])=[O:26])([O:27][C:28]([CH3:31])([CH3:30])[CH3:29])=[O:26]. The catalyst is CN(C)C=O. The product is [Cl:1][C:2]1[CH:7]=[CH:6][C:5]([CH:8]2[CH:13]([CH2:14][CH2:15][CH3:16])[CH2:12][N:11]([C:25]([O:27][C:28]([CH3:31])([CH3:30])[CH3:29])=[O:26])[CH2:10][CH:9]2[OH:17])=[CH:4][CH:3]=1. The yield is 0.920. (3) The reactants are I[C:2]1[CH:3]=[C:4]([N:8]2[C:16]3[C:11](=[CH:12][CH:13]=[CH:14][CH:15]=3)[C:10]([C:17]([O:19][CH3:20])=[O:18])=[N:9]2)[CH:5]=[CH:6][CH:7]=1.[O:21]1[CH:25]=[CH:24][N:23]=[C:22]1[C:26]([OH:30])([C:28]#[CH:29])[CH3:27]. No catalyst specified. The product is [OH:30][C:26]([C:22]1[O:21][CH:25]=[CH:24][N:23]=1)([CH3:27])[C:28]#[C:29][C:2]1[CH:3]=[C:4]([N:8]2[C:16]3[C:11](=[CH:12][CH:13]=[CH:14][CH:15]=3)[C:10]([C:17]([O:19][CH3:20])=[O:18])=[N:9]2)[CH:5]=[CH:6][CH:7]=1. The yield is 0.930. (4) The reactants are Br[C:2]1[CH:7]=[CH:6][C:5]([CH:8]2[C:12]3[C:13]([CH3:19])=[CH:14][C:15]([CH3:18])=[C:16]([CH3:17])[C:11]=3[O:10][CH2:9]2)=[CH:4][CH:3]=1.[CH3:20][OH:21]. No catalyst specified. The product is [CH:20]([C:2]1[CH:7]=[CH:6][C:5]([CH:8]2[C:12]3[C:13]([CH3:19])=[CH:14][C:15]([CH3:18])=[C:16]([CH3:17])[C:11]=3[O:10][CH2:9]2)=[CH:4][CH:3]=1)=[O:21]. The yield is 0.730. (5) The reactants are [CH2:1]([O:3][C:4](=[O:16])/[CH:5]=[CH:6]/[C:7]1[CH:12]=[CH:11][N:10]=[C:9]([CH:13]2[CH2:15][CH2:14]2)[CH:8]=1)[CH3:2].[Br-].[CH2:18]([S+]1CCCC1)[C:19]1[CH:24]=[CH:23][CH:22]=[CH:21][CH:20]=1. No catalyst specified. The product is [CH2:1]([O:3][C:4]([C@@H:5]1[C@H:18]([C:19]2[CH:24]=[CH:23][CH:22]=[CH:21][CH:20]=2)[C@H:6]1[C:7]1[CH:12]=[CH:11][N:10]=[C:9]([CH:13]2[CH2:15][CH2:14]2)[CH:8]=1)=[O:16])[CH3:2]. The yield is 0.440. (6) The reactants are [NH2:1][C:2]1[C:7]([N+:8]([O-:10])=[O:9])=[CH:6][C:5](Br)=[CH:4][C:3]=1[C:12]([CH:14]1[CH2:19][CH2:18][CH2:17][CH2:16][CH2:15]1)=[O:13].B1([C:26]2[CH:31]=[CH:30][CH:29]=[N:28][CH:27]=2)OCCCO1.C([O-])(O)=O.[Na+]. The catalyst is COCCOC.CCOC(C)=O. The product is [NH2:1][C:2]1[C:7]([N+:8]([O-:10])=[O:9])=[CH:6][C:5]([C:26]2[CH:27]=[N:28][CH:29]=[CH:30][CH:31]=2)=[CH:4][C:3]=1[C:12]([CH:14]1[CH2:19][CH2:18][CH2:17][CH2:16][CH2:15]1)=[O:13]. The yield is 0.890. (7) The reactants are [CH3:1][C:2]([CH3:23])([CH3:22])[CH2:3][N:4]1[C:8]2[N:9]=[C:10]([C:13]#[N:14])[N:11]=[CH:12][C:7]=2[CH:6]=[C:5]1[CH2:15][N:16]1[CH2:21][CH2:20][NH:19][CH2:18][CH2:17]1.BrC[C:26]1[CH:31]=[CH:30][CH:29]=[CH:28][C:27]=1[F:32].[C:33](=O)([O-])[O-].[K+].[K+].CCCCCC. The catalyst is CN(C=O)C.CCOC(C)=O. The product is [CH3:1][C:2]([CH3:23])([CH3:22])[CH2:3][N:4]1[C:8]2[N:9]=[C:10]([C:13]#[N:14])[N:11]=[CH:12][C:7]=2[CH:6]=[C:5]1[CH2:15][N:16]1[CH2:21][CH2:20][N:19]([CH2:33][C:30]2[CH:31]=[CH:26][C:27]([F:32])=[CH:28][CH:29]=2)[CH2:18][CH2:17]1. The yield is 0.905. (8) The reactants are [F:1][C:2]1[CH:7]=[C:6]([F:8])[CH:5]=[CH:4][C:3]=1[OH:9].Cl[CH2:11][C:12]([N:14]1[CH2:19][CH2:18][N:17]([S:20]([C:23]2[CH:32]=[CH:31][C:30]3[C:25](=[CH:26][CH:27]=[CH:28][CH:29]=3)[CH:24]=2)(=[O:22])=[O:21])[CH2:16][CH2:15]1)=[O:13].C(=O)([O-])[O-].[K+].[K+].O. The catalyst is C(#N)C. The product is [F:1][C:2]1[CH:7]=[C:6]([F:8])[CH:5]=[CH:4][C:3]=1[O:9][CH2:11][C:12]([N:14]1[CH2:15][CH2:16][N:17]([S:20]([C:23]2[CH:32]=[CH:31][C:30]3[C:25](=[CH:26][CH:27]=[CH:28][CH:29]=3)[CH:24]=2)(=[O:21])=[O:22])[CH2:18][CH2:19]1)=[O:13]. The yield is 0.739.